From a dataset of Reaction yield outcomes from USPTO patents with 853,638 reactions. Predict the reaction yield, written as a fraction of the theoretical maximum amount of product (1.0 means a 100% yield; for example, 0.34 means a 34% yield). (1) The reactants are [CH:1]1[C:10]2[C:5](=[CH:6][CH:7]=[CH:8][CH:9]=2)[CH:4]=[CH:3][C:2]=1[C:11]1[C:12]([C:18]2[CH:23]=[CH:22][N:21]=[CH:20][CH:19]=2)=[CH:13][C:14](=O)[NH:15][N:16]=1.P(Br)(Br)([Br:26])=O.C(=O)([O-])[O-].[Na+].[Na+].C(OCC)(=O)C. The catalyst is C(#N)C.O. The product is [Br:26][C:14]1[N:15]=[N:16][C:11]([C:2]2[CH:3]=[CH:4][C:5]3[C:10](=[CH:9][CH:8]=[CH:7][CH:6]=3)[CH:1]=2)=[C:12]([C:18]2[CH:23]=[CH:22][N:21]=[CH:20][CH:19]=2)[CH:13]=1. The yield is 0.830. (2) The reactants are [F:1][C:2]1[CH:7]=[CH:6][CH:5]=[CH:4][C:3]=1[N:8]1[C:12]([C:13]2[CH:18]=[CH:17][CH:16]=[CH:15][C:14]=2[C:19]2[CH:24]=[CH:23][CH:22]=[CH:21][C:20]=2O)=[N:11][N:10]=[N:9]1.[NH2:26]C1C=CC=CC=1B(O)O. No catalyst specified. The product is [F:1][C:2]1[CH:7]=[CH:6][CH:5]=[CH:4][C:3]=1[N:8]1[C:12]([C:13]2[CH:18]=[CH:17][CH:16]=[CH:15][C:14]=2[C:19]2[CH:24]=[CH:23][CH:22]=[CH:21][C:20]=2[NH2:26])=[N:11][N:10]=[N:9]1. The yield is 0.600. (3) The reactants are [NH2:1][C@@H:2]1[CH2:7][C@@H:6]([CH2:8][CH2:9][CH2:10][CH:11]=[CH2:12])[O:5][C@:4]([C@@H:15]2[CH2:19][S:18][C:17](=[O:20])[N:16]2[CH2:21][C:22]2[CH:27]=[CH:26][C:25]([O:28][CH3:29])=[CH:24][CH:23]=2)([O:13][CH3:14])[CH2:3]1.[CH3:30]/[C:31](/[CH2:36][CH2:37][CH:38]=[CH2:39])=[CH:32]/[C:33](O)=[O:34].C1C=CC2N(O)N=NC=2C=1.C(Cl)CCl. The catalyst is ClCCl. The product is [CH3:14][O:13][C@:4]1([C@@H:15]2[CH2:19][S:18][C:17](=[O:20])[N:16]2[CH2:21][C:22]2[CH:27]=[CH:26][C:25]([O:28][CH3:29])=[CH:24][CH:23]=2)[CH2:3][C@H:2]([NH:1][C:33](=[O:34])/[CH:32]=[C:31](/[CH3:30])\[CH2:36][CH2:37][CH:38]=[CH2:39])[CH2:7][C@@H:6]([CH2:8][CH2:9][CH2:10][CH:11]=[CH2:12])[O:5]1. The yield is 0.670. (4) The product is [Cl:6][C:7]1[CH:12]=[C:11]([Cl:13])[CH:10]=[C:9]([Cl:14])[C:8]=1/[CH:4]=[CH:3]/[C:2](=[O:5])[CH3:1]. The catalyst is [Cl-].C([N+](CCCC)(CCCC)CCCC)CCC.CN(C=O)C.CC([O-])=O.CC([O-])=O.[Pd+2]. The yield is 0.630. The reactants are [CH3:1][C:2](=[O:5])[CH:3]=[CH2:4].[Cl:6][C:7]1[CH:12]=[C:11]([Cl:13])[CH:10]=[C:9]([Cl:14])[C:8]=1I.C(=O)([O-])O.[Na+]. (5) The reactants are [CH3:1][C@H:2]1[CH2:7][NH:6][C@H:5]([CH3:8])[CH2:4][NH:3]1.CS(O)(=O)=O.C([O-])(=O)C.[K+].Cl[C:20]([O:22][CH2:23][CH3:24])=[O:21]. The catalyst is O.O1CCCC1.C(O)C. The product is [CH3:1][C@H:2]1[CH2:7][NH:6][C@H:5]([CH3:8])[CH2:4][N:3]1[C:20]([O:22][CH2:23][CH3:24])=[O:21]. The yield is 0.740. (6) The reactants are [CH3:1][C:2]([CH3:36])([CH3:35])[C:3](=[O:34])[CH2:4][N:5]1[C:10](=[O:11])[C:9]([CH2:12][C:13]2[CH:18]=[CH:17][C:16]([C:19]3[C:20]([C:25]#[N:26])=[CH:21][CH:22]=[CH:23][CH:24]=3)=[CH:15][CH:14]=2)=[C:8]([CH2:27][CH2:28][CH3:29])[N:7]2[N:30]=[C:31]([CH3:33])[N:32]=[C:6]12.[BH4-].[Na+]. The catalyst is CO. The product is [OH:34][CH:3]([C:2]([CH3:1])([CH3:36])[CH3:35])[CH2:4][N:5]1[C:10](=[O:11])[C:9]([CH2:12][C:13]2[CH:14]=[CH:15][C:16]([C:19]3[C:20]([C:25]#[N:26])=[CH:21][CH:22]=[CH:23][CH:24]=3)=[CH:17][CH:18]=2)=[C:8]([CH2:27][CH2:28][CH3:29])[N:7]2[N:30]=[C:31]([CH3:33])[N:32]=[C:6]12. The yield is 0.840.